Dataset: Reaction yield outcomes from USPTO patents with 853,638 reactions. Task: Predict the reaction yield, written as a fraction of the theoretical maximum amount of product (1.0 means a 100% yield; for example, 0.34 means a 34% yield). (1) The product is [CH3:28][NH:29][C:23]([C:13]1[C:14]2[CH2:22][CH2:21][C:20]3[NH:19][N:18]=[CH:17][C:16]=3[C:15]=2[N:11]([C:8]2[CH:7]=[CH:6][C:5]([S:2]([CH3:1])(=[O:4])=[O:3])=[CH:10][CH:9]=2)[N:12]=1)=[O:25]. The yield is 0.930. The catalyst is C(O)C. The reactants are [CH3:1][S:2]([C:5]1[CH:10]=[CH:9][C:8]([N:11]2[C:15]3[C:16]4[CH:17]=[N:18][NH:19][C:20]=4[CH2:21][CH2:22][C:14]=3[C:13]([C:23]([O:25]CC)=O)=[N:12]2)=[CH:7][CH:6]=1)(=[O:4])=[O:3].[CH3:28][NH2:29]. (2) The product is [F:1][C:2]1[CH:3]=[CH:4][C:5]([CH:8]([C:14]2[C:19](=[O:20])[C:18]([CH3:21])=[C:17]([CH3:22])[C:16](=[O:23])[C:15]=2[CH3:24])[CH2:9][CH2:10][C:11]([O:13][CH2:31][CH2:30][CH2:29][CH2:28][O:27][N+:25]([O-:33])=[O:26])=[O:12])=[CH:6][CH:7]=1. The yield is 0.590. The reactants are [F:1][C:2]1[CH:7]=[CH:6][C:5]([CH:8]([C:14]2[C:19](=[O:20])[C:18]([CH3:21])=[C:17]([CH3:22])[C:16](=[O:23])[C:15]=2[CH3:24])[CH2:9][CH2:10][C:11]([OH:13])=[O:12])=[CH:4][CH:3]=1.[N+:25]([O-:33])([O:27][CH2:28][CH2:29][CH2:30][CH2:31]O)=[O:26].C(N=C=NCCCN(C)C)C. The catalyst is C(Cl)Cl.CN(C1C=CN=CC=1)C. (3) The reactants are [N:1]12[CH2:8][CH2:7][CH:4]([CH2:5][CH2:6]1)[C:3](=[O:9])[CH2:2]2.[CH:10](=O)[C:11]1[CH:16]=[CH:15][CH:14]=[CH:13][CH:12]=1.[OH-].[Na+]. The catalyst is C(O)C. The product is [CH:10](=[C:2]1/[N:1]2[CH2:8][CH2:7][CH:4]([C:3]/1=[O:9])[CH2:5][CH2:6]2)/[C:11]1[CH:16]=[CH:15][CH:14]=[CH:13][CH:12]=1. The yield is 0.912. (4) The reactants are CN(C)CCN(C)C.C([Li])CCC.[CH2:14]([O:16][C:17]1[CH:22]=[CH:21][CH:20]=[CH:19][CH:18]=1)[CH3:15].[S:23](=[O:25])=[O:24].S(Cl)([Cl:28])=O. The catalyst is C(OCC)C. The product is [CH2:14]([O:16][C:17]1[CH:22]=[CH:21][CH:20]=[CH:19][C:18]=1[S:23]([Cl:28])(=[O:25])=[O:24])[CH3:15]. The yield is 0.420. (5) The reactants are Cl[C:2]1[N:7]=[C:6]([C:8]2[S:12][C:11]([CH:13]([CH3:15])[CH3:14])=[N:10][C:9]=2[C:16]2[CH:17]=[CH:18][C:19]([F:34])=[C:20]([NH:22][S:23]([C:26]3[CH:31]=[C:30]([F:32])[CH:29]=[CH:28][C:27]=3[F:33])(=[O:25])=[O:24])[CH:21]=2)[CH:5]=[CH:4][N:3]=1.[CH3:35][S:36]([N:39]1[CH2:44][CH2:43][CH:42]([NH2:45])[CH2:41][CH2:40]1)(=[O:38])=[O:37]. The catalyst is C1COCC1. The product is [F:33][C:27]1[CH:28]=[CH:29][C:30]([F:32])=[CH:31][C:26]=1[S:23]([NH:22][C:20]1[CH:21]=[C:16]([C:9]2[N:10]=[C:11]([CH:13]([CH3:15])[CH3:14])[S:12][C:8]=2[C:6]2[CH:5]=[CH:4][N:3]=[C:2]([NH:45][CH:42]3[CH2:43][CH2:44][N:39]([S:36]([CH3:35])(=[O:38])=[O:37])[CH2:40][CH2:41]3)[N:7]=2)[CH:17]=[CH:18][C:19]=1[F:34])(=[O:25])=[O:24]. The yield is 0.840. (6) The reactants are [F-].[Na+].[CH2:3]([N:7]([CH2:24][CH:25]([CH3:27])[CH3:26])[C:8]1[CH:13]=[CH:12][C:11](/[CH:14]=[CH:15]\[C:16]([O:18][CH2:19][CH3:20])=[O:17])=[CH:10][C:9]=1[N+:21]([O-])=O)[CH:4]([CH3:6])[CH3:5].CC(C)C(=O)C.[F:34][C:35]([F:47])(S(F)(=O)=O)C(O[Si](C)(C)C)=O.[H][H]. The catalyst is CCOC(C)=O.CO.[Pd]. The product is [NH2:21][C:9]1[CH:10]=[C:11]([CH:14]2[CH:15]([C:16]([O:18][CH2:19][CH3:20])=[O:17])[C:35]2([F:47])[F:34])[CH:12]=[CH:13][C:8]=1[N:7]([CH2:24][CH:25]([CH3:27])[CH3:26])[CH2:3][CH:4]([CH3:6])[CH3:5]. The yield is 0.743. (7) The reactants are CO[C:3](=[O:24])[C:4]1[CH:9]=[CH:8][C:7]([O:10][CH2:11][C:12]2[C:13]([C:18]3[CH:23]=[CH:22][CH:21]=[CH:20][N:19]=3)=[N:14][O:15][C:16]=2[CH3:17])=[N:6][CH:5]=1.[NH:25]1[CH2:30][CH2:29][S:28][CH2:27][CH2:26]1. No catalyst specified. The product is [CH3:17][C:16]1[O:15][N:14]=[C:13]([C:18]2[CH:23]=[CH:22][CH:21]=[CH:20][N:19]=2)[C:12]=1[CH2:11][O:10][C:7]1[N:6]=[CH:5][C:4]([C:3]([N:25]2[CH2:30][CH2:29][S:28][CH2:27][CH2:26]2)=[O:24])=[CH:9][CH:8]=1. The yield is 0.890. (8) The reactants are [NH2:1][C:2]1[S:3][CH:4]=[C:5]([C:7]2[CH:12]=[CH:11][C:10]([O:13][CH3:14])=[C:9]([O:15][CH3:16])[CH:8]=2)[N:6]=1.[C:17]1(=O)[O:22][C:20](=[O:21])[C:19]2=[CH:23][CH:24]=[CH:25][CH:26]=[C:18]12.[N:28]1C=CC=CC=1. No catalyst specified. The product is [CH3:16][O:15][C:9]1[CH:8]=[C:7]([C:5]2[N:6]=[C:2]([NH:1][C:17]([C:18]3[CH:26]=[CH:25][CH:24]=[CH:23][C:19]=3[C:20]([NH2:28])=[O:21])=[O:22])[S:3][CH:4]=2)[CH:12]=[CH:11][C:10]=1[O:13][CH3:14]. The yield is 0.160.